From a dataset of Forward reaction prediction with 1.9M reactions from USPTO patents (1976-2016). Predict the product of the given reaction. (1) Given the reactants [Cl:1][C:2]1[CH:9]=[CH:8][C:5]([CH2:6]Br)=[CH:4][CH:3]=1.[F:10][C:11]1[CH:12]=[C:13]([CH:16]=[CH:17][C:18]=1[OH:19])[CH:14]=[O:15], predict the reaction product. The product is: [Cl:1][C:2]1[CH:9]=[CH:8][C:5]([CH2:6][O:19][C:18]2[CH:17]=[CH:16][C:13]([CH:14]=[O:15])=[CH:12][C:11]=2[F:10])=[CH:4][CH:3]=1. (2) Given the reactants [CH3:1][C:2]1[N:7]=[C:6]([C:8]([C:10]2[S:14][C:13]([NH2:15])=[N:12][C:11]=2[C:16]2[O:17][CH:18]=[CH:19][CH:20]=2)=[O:9])[CH:5]=[CH:4][CH:3]=1.C(N(CC)CC)C.Br[CH2:29][C:30](Br)=[O:31].[NH:33]1[CH2:38][CH2:37][O:36][CH2:35][CH2:34]1, predict the reaction product. The product is: [O:17]1[CH:18]=[CH:19][CH:20]=[C:16]1[C:11]1[N:12]=[C:13]([NH:15][C:30](=[O:31])[CH2:29][N:33]2[CH2:38][CH2:37][O:36][CH2:35][CH2:34]2)[S:14][C:10]=1[C:8]([C:6]1[CH:5]=[CH:4][CH:3]=[C:2]([CH3:1])[N:7]=1)=[O:9].